Task: Predict the reactants needed to synthesize the given product.. Dataset: Full USPTO retrosynthesis dataset with 1.9M reactions from patents (1976-2016) (1) Given the product [CH:25]1([CH2:24][NH:23][C:20]([C:17]2[N:18]=[N:19][C:14]([O:13][CH2:12][C:11]3[C:7]([C:2]4[CH:3]=[CH:4][CH:5]=[CH:6][N:1]=4)=[N:8][O:9][CH:10]=3)=[CH:15][CH:16]=2)=[O:22])[CH2:27][CH2:26]1, predict the reactants needed to synthesize it. The reactants are: [N:1]1[CH:6]=[CH:5][CH:4]=[CH:3][C:2]=1[C:7]1[C:11]([CH2:12][O:13][C:14]2[N:19]=[N:18][C:17]([C:20]([OH:22])=O)=[CH:16][CH:15]=2)=[CH:10][O:9][N:8]=1.[NH2:23][CH2:24][CH:25]1[CH2:27][CH2:26]1. (2) The reactants are: Br[C:2]1[N:7]=[C:6]([C:8]2[N:12]([CH:13]3[CH2:18][CH2:17][O:16][CH2:15][CH2:14]3)[C:11]([CH3:19])=[N:10][CH:9]=2)[C:5]([F:20])=[CH:4][N:3]=1.Cl.[O:22]1[CH2:27][CH2:26][CH:25]([NH2:28])[CH2:24][CH2:23]1. Given the product [F:20][C:5]1[C:6]([C:8]2[N:12]([CH:13]3[CH2:18][CH2:17][O:16][CH2:15][CH2:14]3)[C:11]([CH3:19])=[N:10][CH:9]=2)=[N:7][C:2]([NH:28][CH:25]2[CH2:26][CH2:27][O:22][CH2:23][CH2:24]2)=[N:3][CH:4]=1, predict the reactants needed to synthesize it. (3) Given the product [CH3:21][O:22][CH:23]([O:32][CH3:33])[CH2:24][N:25]([C@@H:26]([CH2:28][CH2:29][CH2:30][CH3:31])[CH3:27])[C:15](=[O:17])[CH2:14][CH2:13][O:12][CH2:11][CH2:10][C:9]1[CH:18]=[CH:19][CH:20]=[C:7]([C:5]2[CH:4]=[N:3][N:2]([CH3:1])[CH:6]=2)[CH:8]=1, predict the reactants needed to synthesize it. The reactants are: [CH3:1][N:2]1[CH:6]=[C:5]([C:7]2[CH:8]=[C:9]([CH:18]=[CH:19][CH:20]=2)[CH2:10][CH2:11][O:12][CH2:13][CH2:14][C:15]([OH:17])=O)[CH:4]=[N:3]1.[CH3:21][O:22][CH:23]([O:32][CH3:33])[CH2:24][NH:25][C@@H:26]([CH2:28][CH2:29][CH2:30][CH3:31])[CH3:27].C(OCC)(=O)C. (4) Given the product [F:17][C:13]1[CH:12]=[C:11]2[C:16]([C:8]([C:5]3[CH:6]=[CH:7][C:2]4[N:1]=[C:28]([CH2:29][N:30]([CH3:31])[CH3:32])[NH:27][C:3]=4[CH:4]=3)=[CH:9][N:10]2[S:18]([C:21]2[CH:26]=[CH:25][CH:24]=[CH:23][CH:22]=2)(=[O:19])=[O:20])=[CH:15][CH:14]=1, predict the reactants needed to synthesize it. The reactants are: [NH2:1][C:2]1[CH:7]=[CH:6][C:5]([C:8]2[C:16]3[C:11](=[CH:12][C:13]([F:17])=[CH:14][CH:15]=3)[N:10]([S:18]([C:21]3[CH:26]=[CH:25][CH:24]=[CH:23][CH:22]=3)(=[O:20])=[O:19])[CH:9]=2)=[CH:4][C:3]=1[NH:27][C:28](=O)[CH2:29][N:30]([CH3:32])[CH3:31].C([O-])([O-])=O.[Na+].[Na+]. (5) Given the product [C:38]([C:37]1[CH:36]=[N:35][CH:34]=[CH:33][C:32]=1[C:9]1[CH2:14][CH2:13][CH:12]([O:15][CH2:16][CH:17]2[CH2:22][CH2:21][N:20]([C:23]([O:25][C:26]([CH3:29])([CH3:28])[CH3:27])=[O:24])[CH2:19][CH2:18]2)[CH2:11][CH:10]=1)#[N:39], predict the reactants needed to synthesize it. The reactants are: CC1(C)C(C)(C)OB([C:9]2[CH2:14][CH2:13][CH:12]([O:15][CH2:16][CH:17]3[CH2:22][CH2:21][N:20]([C:23]([O:25][C:26]([CH3:29])([CH3:28])[CH3:27])=[O:24])[CH2:19][CH2:18]3)[CH2:11][CH:10]=2)O1.Br[C:32]1[C:37]([C:38]#[N:39])=[CH:36][N:35]=[CH:34][CH:33]=1.C([O-])([O-])=O.[Na+].[Na+]. (6) Given the product [CH3:1][O:2][C:3]1[CH:4]=[C:5]([CH:6]=[C:15]([N+:12]([O-:14])=[O:13])[CH3:16])[CH:8]=[CH:9][C:10]=1[CH3:11], predict the reactants needed to synthesize it. The reactants are: [CH3:1][O:2][C:3]1[CH:4]=[C:5]([CH:8]=[CH:9][C:10]=1[CH3:11])[CH:6]=O.[N+:12]([CH2:15][CH3:16])([O-:14])=[O:13]. (7) Given the product [O:4]1[C:8]2[CH:9]=[CH:10][CH:11]=[C:12]([N:13]3[CH2:18][CH2:17][N:16]([CH2:19][CH2:20][C@H:21]4[CH2:26][CH2:25][C@H:24]([NH:27][C:36](=[O:37])[CH2:35][N:32]5[CH2:33][CH2:34][N:29]([CH3:28])[CH2:30][CH2:31]5)[CH2:23][CH2:22]4)[CH2:15][CH2:14]3)[C:7]=2[O:6][CH2:5]1, predict the reactants needed to synthesize it. The reactants are: Cl.Cl.Cl.[O:4]1[C:8]2[CH:9]=[CH:10][CH:11]=[C:12]([N:13]3[CH2:18][CH2:17][N:16]([CH2:19][CH2:20][C@H:21]4[CH2:26][CH2:25][C@H:24]([NH2:27])[CH2:23][CH2:22]4)[CH2:15][CH2:14]3)[C:7]=2[O:6][CH2:5]1.[CH3:28][N:29]1[CH2:34][CH2:33][N:32]([CH2:35][C:36](O)=[O:37])[CH2:31][CH2:30]1. (8) Given the product [C:1]([O:5][C:6]([N:8]([CH3:31])[C:9]([CH2:28][CH2:29][N:33]1[CH2:34][C:35]2[C:40](=[CH:39][CH:38]=[CH:37][CH:36]=2)[CH2:32]1)([CH2:15][CH2:16][CH2:17][CH2:18][B:19]1[O:20][C:21]([CH3:27])([CH3:26])[C:22]([CH3:24])([CH3:25])[O:23]1)[C:10]([O:12][CH2:13][CH3:14])=[O:11])=[O:7])([CH3:4])([CH3:3])[CH3:2], predict the reactants needed to synthesize it. The reactants are: [C:1]([O:5][C:6]([N:8]([CH3:31])[C:9]([CH2:28][CH:29]=O)([CH2:15][CH2:16][CH2:17][CH2:18][B:19]1[O:23][C:22]([CH3:25])([CH3:24])[C:21]([CH3:27])([CH3:26])[O:20]1)[C:10]([O:12][CH2:13][CH3:14])=[O:11])=[O:7])([CH3:4])([CH3:3])[CH3:2].[CH2:32]1[C:40]2[C:35](=[CH:36][CH:37]=[CH:38][CH:39]=2)[CH2:34][NH:33]1.CO. (9) Given the product [Cl:8][C:6]1[C:5]([N+:9]([O-:11])=[O:10])=[CH:4][C:3]2[O:12][CH2:21][C:22](=[O:23])[NH:1][C:2]=2[CH:7]=1, predict the reactants needed to synthesize it. The reactants are: [NH2:1][C:2]1[CH:7]=[C:6]([Cl:8])[C:5]([N+:9]([O-:11])=[O:10])=[CH:4][C:3]=1[OH:12].C(N(CC)CC)C.Cl[CH2:21][C:22](Cl)=[O:23].[H-].[Na+]. (10) The reactants are: C(OCN1C2C(N)=NC(CCCC)=NC=2C(C#CCCCCN2CCCC2)=C1C)C1C=CC=CC=1.[CH2:36]([O:43][CH2:44][N:45]1[C:53]2[C:52]([NH2:54])=[N:51][C:50]([CH2:55][CH2:56][CH2:57][CH3:58])=[N:49][C:48]=2[C:47]([C:59]#[C:60][CH2:61][CH2:62][CH2:63]Cl)=[CH:46]1)[C:37]1[CH:42]=[CH:41][CH:40]=[CH:39][CH:38]=1.Cl.[F:66][CH:67]1[CH2:72][CH2:71][NH:70][CH2:69][CH2:68]1. Given the product [CH2:36]([O:43][CH2:44][N:45]1[C:53]2[C:52]([NH2:54])=[N:51][C:50]([CH2:55][CH2:56][CH2:57][CH3:58])=[N:49][C:48]=2[C:47]([C:59]#[C:60][CH2:61][CH2:62][CH2:63][N:70]2[CH2:71][CH2:72][CH:67]([F:66])[CH2:68][CH2:69]2)=[CH:46]1)[C:37]1[CH:42]=[CH:41][CH:40]=[CH:39][CH:38]=1, predict the reactants needed to synthesize it.